This data is from Reaction yield outcomes from USPTO patents with 853,638 reactions. The task is: Predict the reaction yield, written as a fraction of the theoretical maximum amount of product (1.0 means a 100% yield; for example, 0.34 means a 34% yield). (1) The reactants are [F:1][C:2]1[CH:7]=[C:6]([F:8])[CH:5]=[CH:4][C:3]=1[C:9]1[C:10]2[N:11]([CH:24]=[C:25]([C:27]([O:29]CC)=[O:28])[N:26]=2)[CH:12]=[C:13]([C:15]2[S:19][C:18]([CH2:20][CH:21]([CH3:23])[CH3:22])=[N:17][CH:16]=2)[CH:14]=1.[OH-].[Na+]. The catalyst is CO.C1COCC1. The product is [F:1][C:2]1[CH:7]=[C:6]([F:8])[CH:5]=[CH:4][C:3]=1[C:9]1[C:10]2[N:11]([CH:24]=[C:25]([C:27]([OH:29])=[O:28])[N:26]=2)[CH:12]=[C:13]([C:15]2[S:19][C:18]([CH2:20][CH:21]([CH3:23])[CH3:22])=[N:17][CH:16]=2)[CH:14]=1. The yield is 0.560. (2) The reactants are [F:1][C:2]1[CH:7]=[CH:6][C:5]([N+:8]([O-:10])=[O:9])=[CH:4][C:3]=1[C@:11]1([CH3:29])[CH2:16][S:15](=[O:18])(=[O:17])[C:14]([CH3:20])([CH3:19])[C:13]([NH:21][C:22](=[O:28])[O:23][C:24]([CH3:27])([CH3:26])[CH3:25])=[N:12]1.C[Si]([N-][Si](C)(C)C)(C)C.[K+].[CH2:40](Br)[CH:41]=[CH2:42]. The catalyst is C1COCC1. The product is [CH2:42]([C@H:16]1[S:15](=[O:18])(=[O:17])[C:14]([CH3:20])([CH3:19])[C:13]([NH:21][C:22](=[O:28])[O:23][C:24]([CH3:27])([CH3:26])[CH3:25])=[N:12][C@@:11]1([C:3]1[CH:4]=[C:5]([N+:8]([O-:10])=[O:9])[CH:6]=[CH:7][C:2]=1[F:1])[CH3:29])[CH:41]=[CH2:40].[CH2:42]([C@@H:16]1[S:15](=[O:18])(=[O:17])[C:14]([CH3:20])([CH3:19])[C:13]([NH:21][C:22](=[O:28])[O:23][C:24]([CH3:27])([CH3:26])[CH3:25])=[N:12][C@@:11]1([C:3]1[CH:4]=[C:5]([N+:8]([O-:10])=[O:9])[CH:6]=[CH:7][C:2]=1[F:1])[CH3:29])[CH:41]=[CH2:40]. The yield is 0.259. (3) The yield is 0.338. The product is [CH2:7]([C@H:14]1[CH2:18][N:17]([C:4](=[O:6])[CH2:3][OH:2])[C@H:16]([C:19]([NH:21][C:22]2[CH:27]=[CH:26][C:25]([O:28][C:29]3[CH:30]=[CH:31][C:32]([F:35])=[CH:33][CH:34]=3)=[CH:24][CH:23]=2)=[O:20])[CH2:15]1)[C:8]1[CH:9]=[CH:10][CH:11]=[CH:12][CH:13]=1. No catalyst specified. The reactants are Cl.[OH:2][CH2:3][C:4]([OH:6])=O.[CH2:7]([C@H:14]1[CH2:18][NH:17][C@H:16]([C:19]([NH:21][C:22]2[CH:27]=[CH:26][C:25]([O:28][C:29]3[CH:34]=[CH:33][C:32]([F:35])=[CH:31][CH:30]=3)=[CH:24][CH:23]=2)=[O:20])[CH2:15]1)[C:8]1[CH:13]=[CH:12][CH:11]=[CH:10][CH:9]=1. (4) The reactants are [Cl:1][C:2]1[CH:7]=[CH:6][C:5]([O:8][C:9]2[CH:14]=[CH:13][C:12]([CH2:15][CH2:16][NH2:17])=[CH:11][CH:10]=2)=[CH:4][C:3]=1[C:18]([F:21])([F:20])[F:19].[Cl:1][C:2]1[CH:7]=[CH:6][C:5]([O:8][C:9]2[CH:10]=[CH:11][C:12]([CH2:15][CH2:16][NH2:17])=[CH:13][CH:14]=2)=[CH:4][C:3]=1[C:18]([F:19])([F:20])[F:21].[N+](N[C:47]1[NH:48][CH:49]=[C:50]([CH2:54][C:55]2[CH:56]=[N:57][CH:58]=[N:59][CH:60]=2)[C:51](=[O:53])[N:52]=1)([O-])=O. The catalyst is C(O)C. The product is [Cl:1][C:2]1[CH:7]=[CH:6][C:5]([O:8][C:9]2[CH:10]=[CH:11][C:12]([CH2:15][CH2:16][NH:17][C:47]3[NH:48][CH:49]=[C:50]([CH2:54][C:55]4[CH:60]=[N:59][CH:58]=[N:57][CH:56]=4)[C:51](=[O:53])[N:52]=3)=[CH:13][CH:14]=2)=[CH:4][C:3]=1[C:18]([F:19])([F:20])[F:21]. The yield is 0.124. (5) The reactants are [CH3:1][O:2][C:3]1[C:4]([C:21]2[CH2:26][CH2:25][C:24](=[O:27])[CH2:23][CH:22]=2)=[CH:5][C:6]([C:15]2[CH:20]=[CH:19][CH:18]=[CH:17][CH:16]=2)=[C:7]2[C:12]=1[N:11]=[C:10]([NH:13][CH3:14])[N:9]=[CH:8]2.[BH4-].[Na+].CC(C)=O.O. The catalyst is CO. The product is [OH:27][CH:24]1[CH2:25][CH2:26][C:21]([C:4]2[C:3]([O:2][CH3:1])=[C:12]3[C:7]([CH:8]=[N:9][C:10]([NH:13][CH3:14])=[N:11]3)=[C:6]([C:15]3[CH:20]=[CH:19][CH:18]=[CH:17][CH:16]=3)[CH:5]=2)=[CH:22][CH2:23]1. The yield is 0.260. (6) The reactants are [OH-].[Na+].C(N(CC)CC)C.CN1[C:15](=[O:16])/[C:14](=[CH:17]/[CH:18]2[C:22](=[O:23])[CH2:21][CH2:20][C:19]2=O)/[S:13]C1=S.[OH:26]P([O-])(O)=O.[K+]. The catalyst is O. The product is [O:23]=[C:22]1[C:18]2[CH:17]=[C:14]([C:15]([OH:16])=[O:26])[S:13][C:19]=2[CH2:20][CH2:21]1. The yield is 0.370.